Dataset: Merck oncology drug combination screen with 23,052 pairs across 39 cell lines. Task: Regression. Given two drug SMILES strings and cell line genomic features, predict the synergy score measuring deviation from expected non-interaction effect. (1) Cell line: SW620. Drug 2: Cc1nc(Nc2ncc(C(=O)Nc3c(C)cccc3Cl)s2)cc(N2CCN(CCO)CC2)n1. Drug 1: CC(=O)OC1C(=O)C2(C)C(O)CC3OCC3(OC(C)=O)C2C(OC(=O)c2ccccc2)C2(O)CC(OC(=O)C(O)C(NC(=O)c3ccccc3)c3ccccc3)C(C)=C1C2(C)C. Synergy scores: synergy=42.8. (2) Drug 1: CCC1(O)CC2CN(CCc3c([nH]c4ccccc34)C(C(=O)OC)(c3cc4c(cc3OC)N(C)C3C(O)(C(=O)OC)C(OC(C)=O)C5(CC)C=CCN6CCC43C65)C2)C1. Drug 2: CC1(c2nc3c(C(N)=O)cccc3[nH]2)CCCN1. Cell line: LOVO. Synergy scores: synergy=-31.8.